Dataset: Peptide-MHC class II binding affinity with 134,281 pairs from IEDB. Task: Regression. Given a peptide amino acid sequence and an MHC pseudo amino acid sequence, predict their binding affinity value. This is MHC class II binding data. The peptide sequence is AHGIPKVPPGPNITA. The MHC is HLA-DQA10501-DQB10301 with pseudo-sequence HLA-DQA10501-DQB10301. The binding affinity (normalized) is 0.431.